Predict the product of the given reaction. From a dataset of Forward reaction prediction with 1.9M reactions from USPTO patents (1976-2016). (1) The product is: [CH3:27][O:26][C:20]1[CH:19]=[C:18]([NH:17][C:10]2[C:11]3[N:16]=[CH:15][S:14][C:12]=3[N:13]=[C:8]([N:5]3[CH2:6][CH2:7][CH:3]([NH:2][C:34]([C:29]4[CH:30]=[N:31][CH:32]=[CH:33][N:28]=4)=[O:35])[CH2:4]3)[N:9]=2)[CH:23]=[CH:22][C:21]=1[O:24][CH3:25]. Given the reactants Cl.[NH2:2][CH:3]1[CH2:7][CH2:6][N:5]([C:8]2[N:9]=[C:10]([NH:17][C:18]3[CH:23]=[CH:22][C:21]([O:24][CH3:25])=[C:20]([O:26][CH3:27])[CH:19]=3)[C:11]3[N:16]=[CH:15][S:14][C:12]=3[N:13]=2)[CH2:4]1.[N:28]1[CH:33]=[CH:32][N:31]=[CH:30][C:29]=1[C:34](O)=[O:35].CCN=C=NCCCN(C)C.CN1C=CN=C1, predict the reaction product. (2) Given the reactants [C:1]([N:4]1[C:13]2[C:8](=[CH:9][C:10]([NH:14][C:15](=[O:18])[CH2:16]Br)=[CH:11][CH:12]=2)[C:7]([C:20]2[CH:25]=[CH:24][CH:23]=[CH:22][CH:21]=2)([CH3:19])[CH2:6][C:5]1([CH3:27])[CH3:26])(=[O:3])[CH3:2].[F:28][C:29]1[CH:36]=[C:35]([F:37])[CH:34]=[CH:33][C:30]=1[CH2:31][NH2:32].C(N(CC)C(C)C)(C)C, predict the reaction product. The product is: [C:1]([N:4]1[C:13]2[C:8](=[CH:9][C:10]([NH:14][C:15]([CH2:16][NH:32][CH2:31][C:30]3[CH:33]=[CH:34][C:35]([F:37])=[CH:36][C:29]=3[F:28])=[O:18])=[CH:11][CH:12]=2)[C:7]([C:20]2[CH:25]=[CH:24][CH:23]=[CH:22][CH:21]=2)([CH3:19])[CH2:6][C:5]1([CH3:27])[CH3:26])(=[O:3])[CH3:2]. (3) Given the reactants Cl[C:2]1[C:3]2[C:17]([C:18]3[C:23]([CH3:24])=[CH:22][C:21]([CH3:25])=[CH:20][C:19]=3[CH3:26])=[CH:16][N:15]([CH3:27])[C:4]=2[N:5]=[C:6]([N:8]([CH2:12][CH2:13][CH3:14])[CH2:9][CH2:10][CH3:11])[N:7]=1.C(O)(=[O:30])C, predict the reaction product. The product is: [CH2:9]([N:8]([CH2:12][CH2:13][CH3:14])[C:6]1[NH:7][C:2](=[O:30])[C:3]2[C:17]([C:18]3[C:23]([CH3:24])=[CH:22][C:21]([CH3:25])=[CH:20][C:19]=3[CH3:26])=[CH:16][N:15]([CH3:27])[C:4]=2[N:5]=1)[CH2:10][CH3:11]. (4) The product is: [CH2:1]([N:3]1[C:7]2=[N:8][C:9]([C:22]3[CH:23]=[CH:24][CH:25]=[CH:26][CH:27]=3)=[C:10]([C:19]([NH:35][CH2:34][C:33]3[CH:36]=[CH:37][C:30]([O:29][CH3:28])=[CH:31][CH:32]=3)=[O:21])[C:11]([C:12]3[CH:13]=[N:14][CH:15]=[C:16]([CH3:18])[CH:17]=3)=[C:6]2[CH:5]=[N:4]1)[CH3:2]. Given the reactants [CH2:1]([N:3]1[C:7]2=[N:8][C:9]([C:22]3[CH:27]=[CH:26][CH:25]=[CH:24][CH:23]=3)=[C:10]([C:19]([OH:21])=O)[C:11]([C:12]3[CH:13]=[N:14][CH:15]=[C:16]([CH3:18])[CH:17]=3)=[C:6]2[CH:5]=[N:4]1)[CH3:2].[CH3:28][O:29][C:30]1[CH:37]=[CH:36][C:33]([CH2:34][NH2:35])=[CH:32][CH:31]=1.F[P-](F)(F)(F)(F)F.N1(OC(N(C)C)=[N+](C)C)C2N=CC=CC=2N=N1, predict the reaction product. (5) Given the reactants [Cl:1][C:2]1[CH:3]=[N+:4]([O-:39])[CH:5]=[C:6]([Cl:38])[C:7]=1[CH2:8][C@@H:9]([C:23]1[CH:28]=[CH:27][C:26]([O:29][CH:30]([F:32])[F:31])=[C:25]([O:33][CH2:34][CH:35]2[CH2:37][CH2:36]2)[CH:24]=1)[O:10][C:11](OC1C=CC([N+]([O-])=O)=CC=1)=[O:12].[SH:40][C:41]1[CH:46]=[CH:45][C:44]([NH:47][S:48]([CH3:51])(=[O:50])=[O:49])=[CH:43][CH:42]=1, predict the reaction product. The product is: [Cl:38][C:6]1[CH:5]=[N+:4]([O-:39])[CH:3]=[C:2]([Cl:1])[C:7]=1[CH2:8][C@@H:9]([C:23]1[CH:28]=[CH:27][C:26]([O:29][CH:30]([F:31])[F:32])=[C:25]([O:33][CH2:34][CH:35]2[CH2:37][CH2:36]2)[CH:24]=1)[O:10][C:11]([S:40][C:41]1[CH:42]=[CH:43][C:44]([NH:47][S:48]([CH3:51])(=[O:50])=[O:49])=[CH:45][CH:46]=1)=[O:12]. (6) Given the reactants [CH2:1]([O:3][C:4](=[O:19])[NH:5][C:6]1[C:11]([F:12])=[CH:10][CH:9]=[C:8]([O:13][C:14]([F:17])([F:16])[F:15])[C:7]=1I)[CH3:2].CCN(CC)CC.[Si:27]([C:31]#[CH:32])([CH3:30])([CH3:29])[CH3:28], predict the reaction product. The product is: [CH2:1]([O:3][C:4](=[O:19])[NH:5][C:6]1[C:11]([F:12])=[CH:10][CH:9]=[C:8]([O:13][C:14]([F:17])([F:16])[F:15])[C:7]=1[C:32]#[C:31][Si:27]([CH3:30])([CH3:29])[CH3:28])[CH3:2]. (7) The product is: [CH:1]1([N:4]([CH3:52])[CH2:5]/[CH:6]=[CH:7]/[C:8]([N:10]2[CH2:14][CH2:13][C@@H:12]([NH:15][C:16]3[C:24]4[C:19](=[N:20][CH:21]=[CH:22][C:23]=4[O:25][C:26]4[CH:42]=[CH:41][C:29]([C:30]([NH:32][C:33]5[CH:38]=[C:37]([O:39][CH3:40])[CH:36]=[CH:35][N:34]=5)=[O:31])=[CH:28][CH:27]=4)[NH:18][N:17]=3)[CH2:11]2)=[O:9])[CH2:3][CH2:2]1. Given the reactants [CH:1]1([N:4]([CH3:52])[CH2:5]/[CH:6]=[CH:7]/[C:8]([N:10]2[CH2:14][CH2:13][C@@H:12]([NH:15][C:16]3[C:24]4[C:19](=[N:20][CH:21]=[CH:22][C:23]=4[O:25][C:26]4[CH:42]=[CH:41][C:29]([C:30]([NH:32][C:33]5[CH:38]=[C:37]([O:39][CH3:40])[CH:36]=[CH:35][N:34]=5)=[O:31])=[CH:28][CH:27]=4)[N:18](CC4C=CC(OC)=CC=4)[N:17]=3)[CH2:11]2)=[O:9])[CH2:3][CH2:2]1.C(O)(C(F)(F)F)=O, predict the reaction product. (8) The product is: [Cl-:1].[CH3:23][O:13][C:12]([C@@H:10]([NH3+:11])[CH2:9][C:8]1[CH:7]=[CH:6][C:5]([N:2]2[CH:19]=[C:18]([C:17]([O:21][CH3:22])=[O:20])[N:4]=[N:3]2)=[CH:16][CH:15]=1)=[O:14]. Given the reactants [ClH:1].[N:2]([C:5]1[CH:16]=[CH:15][C:8]([CH2:9][C@@H:10]([C:12]([OH:14])=[O:13])[NH2:11])=[CH:7][CH:6]=1)=[N+:3]=[N-:4].[C:17]([O:21][CH3:22])(=[O:20])[C:18]#[CH:19].[CH3:23]N(C=O)C, predict the reaction product.